This data is from Forward reaction prediction with 1.9M reactions from USPTO patents (1976-2016). The task is: Predict the product of the given reaction. (1) Given the reactants [C:1]([C:5]1[CH:9]=[C:8]([NH2:10])[NH:7][N:6]=1)([CH3:4])([CH3:3])[CH3:2].C(N(CC)CC)C.Cl[C:19]([C:32]1[CH:37]=[CH:36][CH:35]=[CH:34][CH:33]=1)([C:26]1[CH:31]=[CH:30][CH:29]=[CH:28][CH:27]=1)[C:20]1[CH:25]=[CH:24][CH:23]=[CH:22][CH:21]=1.C1(C)C=CC=CC=1, predict the reaction product. The product is: [C:1]([C:5]1[CH:9]=[C:8]([NH:10][C:19]([C:20]2[CH:25]=[CH:24][CH:23]=[CH:22][CH:21]=2)([C:32]2[CH:33]=[CH:34][CH:35]=[CH:36][CH:37]=2)[C:26]2[CH:27]=[CH:28][CH:29]=[CH:30][CH:31]=2)[NH:7][N:6]=1)([CH3:4])([CH3:3])[CH3:2]. (2) Given the reactants [CH3:1][O:2][C:3](=[O:15])[CH:4](P(OCC)(OCC)=O)[O:5][CH3:6].[Li+].C[O-].[CH3:19][C:20]1[O:24][C:23]([C:25]2[CH:30]=[CH:29][CH:28]=[CH:27][CH:26]=2)=[N:22][C:21]=1[CH2:31][CH2:32][O:33][C:34]1[C:42]2[CH:41]=[CH:40][S:39][C:38]=2[C:37]([CH:43]=O)=[CH:36][CH:35]=1, predict the reaction product. The product is: [CH3:1][O:2][C:3](=[O:15])/[C:4](/[O:5][CH3:6])=[CH:43]/[C:37]1[C:38]2[S:39][CH:40]=[CH:41][C:42]=2[C:34]([O:33][CH2:32][CH2:31][C:21]2[N:22]=[C:23]([C:25]3[CH:30]=[CH:29][CH:28]=[CH:27][CH:26]=3)[O:24][C:20]=2[CH3:19])=[CH:35][CH:36]=1. (3) Given the reactants [CH3:1][O:2][C:3]1[CH:11]=[C:10]2[C:6]([CH2:7]/[C:8](=[CH:13]\[C:14]3[CH:19]=[CH:18][C:17]([S:20][C:21]([F:24])([F:23])[F:22])=[CH:16][CH:15]=3)/[C:9]2=[O:12])=[CH:5][C:4]=1[N:25]1[CH2:30][CH2:29][N:28]([CH3:31])[CH2:27][CH2:26]1.CN1CCNCC1.C(=O)([O-])[O-].[Cs+].[Cs+].C1C=CC(P(C2C(C3C(P(C4C=CC=CC=4)C4C=CC=CC=4)=CC=C4C=3C=CC=C4)=C3C(C=CC=C3)=CC=2)C2C=CC=CC=2)=CC=1, predict the reaction product. The product is: [CH3:1][O:2][C:3]1[CH:11]=[C:10]2[C:6]([CH2:7][CH:8]([CH2:13][C:14]3[CH:19]=[CH:18][C:17]([S:20][C:21]([F:24])([F:22])[F:23])=[CH:16][CH:15]=3)[C:9]2=[O:12])=[CH:5][C:4]=1[N:25]1[CH2:26][CH2:27][N:28]([CH3:31])[CH2:29][CH2:30]1. (4) Given the reactants [CH3:1][O:2][C:3](=[O:21])[C:4]1[CH:9]=[CH:8][C:7]([NH:10][C:11]([O:13][C:14]([CH3:17])([CH3:16])[CH3:15])=[O:12])=[CH:6][C:5]=1[N+:18]([O-])=O.[CH2:22](Br)[C:23]1[CH:28]=[CH:27][CH:26]=[CH:25][CH:24]=1, predict the reaction product. The product is: [CH3:1][O:2][C:3](=[O:21])[C:4]1[CH:9]=[CH:8][C:7]([N:10]([CH2:22][C:23]2[CH:28]=[CH:27][CH:26]=[CH:25][CH:24]=2)[C:11]([O:13][C:14]([CH3:17])([CH3:16])[CH3:15])=[O:12])=[CH:6][C:5]=1[NH2:18].